Task: Predict which catalyst facilitates the given reaction.. Dataset: Catalyst prediction with 721,799 reactions and 888 catalyst types from USPTO (1) Product: [F:40][C:2]([F:1])([F:39])[C@H:3]([N:26]1[CH2:30][CH2:29][C@H:28]([NH:31][C:32](=[O:38])[O:33][C:34]([CH3:37])([CH3:35])[CH3:36])[CH2:27]1)[C:4]1[CH:9]=[CH:8][C:7]2[N:6]([C:12]([C:13]3[CH:22]=[CH:21][C:20]4[C:15](=[CH:16][C:17]([O:24][CH3:25])=[C:18]([F:23])[CH:19]=4)[N:14]=3)=[N:11][N:10]=2)[CH:5]=1. The catalyst class is: 2. Reactant: [F:1][C:2]([F:40])([F:39])[C@H:3]([N:26]1[CH2:30][CH2:29][C@H:28]([NH:31][C:32](=[O:38])[O:33][C:34]([CH3:37])([CH3:36])[CH3:35])[CH2:27]1)[C:4]1[CH:5]=[N:6][C:7]([NH:10]/[N:11]=[CH:12]/[C:13]2[CH:22]=[CH:21][C:20]3[C:15](=[CH:16][C:17]([O:24][CH3:25])=[C:18]([F:23])[CH:19]=3)[N:14]=2)=[CH:8][CH:9]=1.C(O)(=O)C.I(C1C=CC=CC=1)=O. (2) Reactant: [NH:1]1[CH:5]=[CH:4][N:3]=[CH:2]1.C(=O)([O-])[O-].[K+].[K+].CN(C=O)C.[CH3:17][C:18]([C:20]1[CH:25]=[CH:24][C:23](F)=[C:22]([F:27])[CH:21]=1)=[O:19]. Product: [F:27][C:22]1[CH:21]=[C:20]([C:18](=[O:19])[CH3:17])[CH:25]=[CH:24][C:23]=1[N:1]1[CH:5]=[CH:4][N:3]=[CH:2]1. The catalyst class is: 84. (3) Reactant: FC(F)(F)C(O)=O.[Cl:8][C:9]1[CH:10]=[C:11]([CH:16]2[C:20]([C:23]3[CH:28]=[CH:27][C:26]([Cl:29])=[CH:25][C:24]=3[F:30])([C:21]#[N:22])[CH:19]([CH2:31][C:32]([CH3:35])([CH3:34])[CH3:33])[NH:18][CH:17]2[C:36](O)=[O:37])[CH:12]=[CH:13][C:14]=1[F:15].CC1(C)[O:44][C@@H:43]([CH2:45][CH2:46][NH2:47])[CH2:42][O:41]1.CN(C(ON1N=NC2C=CC=NC1=2)=[N+](C)C)C.F[P-](F)(F)(F)(F)F.CCN(C(C)C)C(C)C.Cl. Product: [OH:44][C@H:43]([CH2:42][OH:41])[CH2:45][CH2:46][NH:47][C:36]([CH:17]1[CH:16]([C:11]2[CH:12]=[CH:13][C:14]([F:15])=[C:9]([Cl:8])[CH:10]=2)[C:20]([C:23]2[CH:28]=[CH:27][C:26]([Cl:29])=[CH:25][C:24]=2[F:30])([C:21]#[N:22])[CH:19]([CH2:31][C:32]([CH3:35])([CH3:33])[CH3:34])[NH:18]1)=[O:37]. The catalyst class is: 539. (4) Reactant: [NH2:1][C:2]1[CH:3]=[C:4]([CH:8]=[CH:9][C:10]=1[O:11][CH3:12])[C:5]([NH2:7])=[O:6].C([N:21]=[C:22]=[S:23])(=O)C1C=CC=CC=1.O. Product: [CH3:12][O:11][C:10]1[CH:9]=[CH:8][C:4]([C:5]([NH2:7])=[O:6])=[CH:3][C:2]=1[NH:1][C:22]([NH2:21])=[S:23]. The catalyst class is: 21. (5) Reactant: [NH2:1][C:2]1[C:3]2[N:4]([CH:22]=[C:23]([Cl:25])[N:24]=2)[CH2:5][C@:6]([C:9]2[CH:10]=[C:11]([NH:16]C(=O)OCC)[CH:12]=[CH:13][C:14]=2[F:15])([CH3:8])[N:7]=1.S(=O)(=O)(O)O.C(O)(=O)C.C([O-])([O-])=O.[Na+].[Na+]. Product: [NH2:16][C:11]1[CH:12]=[CH:13][C:14]([F:15])=[C:9]([C@:6]2([CH3:8])[CH2:5][N:4]3[CH:22]=[C:23]([Cl:25])[N:24]=[C:3]3[C:2]([NH2:1])=[N:7]2)[CH:10]=1. The catalyst class is: 161. (6) Reactant: [Cl:1][C:2]1[CH:7]=[CH:6][C:5]([C:8]2([C:13]([OH:15])=O)[CH2:12][CH2:11][O:10][CH2:9]2)=[CH:4][CH:3]=1.C(N(CC)CC)C.ClC(OCC)=O.[N-:29]=[N+:30]=[N-:31].[Na+]. Product: [Cl:1][C:2]1[CH:7]=[CH:6][C:5]([C:8]2([C:13]([N:29]=[N+:30]=[N-:31])=[O:15])[CH2:12][CH2:11][O:10][CH2:9]2)=[CH:4][CH:3]=1. The catalyst class is: 20. (7) Reactant: C(O[C:5](=[O:7])[CH3:6])(=O)C.[CH3:8][C:9]1([CH3:23])[NH:13][CH2:12][C:11]2([CH2:18][C:17]([CH3:20])([CH3:19])[NH:16][C:15]([CH3:22])([CH3:21])[CH2:14]2)[NH:10]1.[OH-].[Na+].[Na+].[Cl-]. Product: [CH3:8][C:9]1([CH3:23])[N:13]([C:5](=[O:7])[CH3:6])[CH2:12][C:11]2([CH2:18][C:17]([CH3:20])([CH3:19])[NH:16][C:15]([CH3:22])([CH3:21])[CH2:14]2)[NH:10]1. The catalyst class is: 146. (8) Reactant: [F:1][C:2]1[C:3]([C:8]2(O)[CH2:13][CH2:12][O:11][CH2:10][CH2:9]2)=[N:4][CH:5]=[CH:6][N:7]=1.CCN(S(F)(F)[F:21])CC. Product: [F:1][C:2]1[C:3]([C:8]2([F:21])[CH2:13][CH2:12][O:11][CH2:10][CH2:9]2)=[N:4][CH:5]=[CH:6][N:7]=1. The catalyst class is: 2. (9) Product: [CH3:28][O:27][C:24]1[CH:25]=[CH:26][C:21]([N:16]2[CH2:15][CH2:14][N:13]([C:8]3[C:9]([CH3:12])=[C:10]([CH3:11])[C:4]4[O:3][CH:2]([CH3:1])[CH2:6][C:5]=4[C:7]=3[CH3:19])[CH2:18][CH2:17]2)=[CH:22][C:23]=1[CH3:29]. Reactant: [CH3:1][CH:2]1[CH2:6][C:5]2[C:7]([CH3:19])=[C:8]([N:13]3[CH2:18][CH2:17][NH:16][CH2:15][CH2:14]3)[C:9]([CH3:12])=[C:10]([CH3:11])[C:4]=2[O:3]1.Br[C:21]1[CH:26]=[CH:25][C:24]([O:27][CH3:28])=[C:23]([CH3:29])[CH:22]=1.C1C=CC(P(C2C(C3C(P(C4C=CC=CC=4)C4C=CC=CC=4)=CC=C4C=3C=CC=C4)=C3C(C=CC=C3)=CC=2)C2C=CC=CC=2)=CC=1.CC(C)([O-])C.[Na+]. The catalyst class is: 706.